This data is from Full USPTO retrosynthesis dataset with 1.9M reactions from patents (1976-2016). The task is: Predict the reactants needed to synthesize the given product. (1) Given the product [F:1][C:2]1[CH:3]=[C:4]2[C:8](=[CH:9][CH:10]=1)[NH:7][C:6](=[O:11])[CH:5]2[CH3:12], predict the reactants needed to synthesize it. The reactants are: [F:1][C:2]1[CH:3]=[C:4]2[C:8](=[CH:9][CH:10]=1)[NH:7][C:6](=[O:11])[CH2:5]2.[CH3:12]O. (2) Given the product [CH3:1][O:2][C:3]1[CH:4]=[CH:5][C:6]([C:9]2[O:13][N:12]=[CH:11][C:10]=2[CH2:14][OH:15])=[CH:7][CH:8]=1, predict the reactants needed to synthesize it. The reactants are: [CH3:1][O:2][C:3]1[CH:8]=[CH:7][C:6]([C:9]2[O:13][N:12]=[CH:11][C:10]=2[C:14](OCC)=[O:15])=[CH:5][CH:4]=1.[H-].C([Al+]CC(C)C)C(C)C.Cl. (3) Given the product [CH3:13][C:12]1[C:7]([NH:33][CH:23]2[C:32]3[C:27](=[CH:28][CH:29]=[CH:30][CH:31]=3)[CH2:26][CH2:25][CH2:24]2)=[N:8][C:9]([NH:15][CH2:16][C:17]2[CH:22]=[CH:21][CH:20]=[CH:19][N:18]=2)=[N:10][C:11]=1[CH3:14], predict the reactants needed to synthesize it. The reactants are: C1(N[C:7]2[C:12]([CH3:13])=[C:11]([CH3:14])[N:10]=[C:9]([NH:15][CH2:16][C:17]3[CH:22]=[CH:21][CH:20]=[CH:19][N:18]=3)[N:8]=2)CCCC1.[CH:23]1([NH2:33])[C:32]2[C:27](=[CH:28][CH:29]=[CH:30][CH:31]=2)[CH2:26][CH2:25][CH2:24]1. (4) Given the product [Br:24][C:8]1[CH:7]=[CH:6][C:5]([O:9][CH2:10][C:11]2[CH:16]=[CH:15][CH:14]=[CH:13][CH:12]=2)=[CH:4][C:3]=1[CH2:1][CH3:2], predict the reactants needed to synthesize it. The reactants are: [CH2:1]([C:3]1[CH:8]=[CH:7][CH:6]=[C:5]([O:9][CH2:10][C:11]2[CH:16]=[CH:15][CH:14]=[CH:13][CH:12]=2)[CH:4]=1)[CH3:2].C1C(=O)N([Br:24])C(=O)C1. (5) Given the product [OH:13][CH2:12][C:11]1[CH:10]=[CH:9][C:8]([C:5]([NH:4][C:1](=[O:3])[CH3:2])([CH3:7])[CH3:6])=[CH:17][CH:16]=1, predict the reactants needed to synthesize it. The reactants are: [C:1]([NH:4][C:5]([C:8]1[CH:17]=[CH:16][C:11]([C:12](OC)=[O:13])=[CH:10][CH:9]=1)([CH3:7])[CH3:6])(=[O:3])[CH3:2].[BH4-].[Li+].O. (6) The reactants are: [NH:1]1[CH2:6][CH2:5][CH:4]([NH:7][C:8]2[O:9][C:10]3[C:11]([CH2:17][OH:18])=[N:12][CH:13]=[CH:14][C:15]=3[N:16]=2)[CH2:3][CH2:2]1.[CH:19]([O:22][C:23]1[CH:24]=[C:25]([CH:28]=[C:29]([O:31][CH:32]([CH3:34])[CH3:33])[CH:30]=1)[CH:26]=O)([CH3:21])[CH3:20].OC1C=C(C=C(O)C=1)C=O.IC(C)C.C([O-])([O-])=O.[K+].[K+].C([BH3-])#N.[Na+].C(N(C(C)C)C(C)C)C. Given the product [CH:32]([O:31][C:29]1[CH:28]=[C:25]([CH:24]=[C:23]([O:22][CH:19]([CH3:21])[CH3:20])[CH:30]=1)[CH2:26][N:1]1[CH2:2][CH2:3][CH:4]([NH:7][C:8]2[O:9][C:10]3[C:11]([CH2:17][OH:18])=[N:12][CH:13]=[CH:14][C:15]=3[N:16]=2)[CH2:5][CH2:6]1)([CH3:33])[CH3:34], predict the reactants needed to synthesize it. (7) Given the product [C:1](=[O:38])([O:9][CH2:10]/[C:11](/[C:28]1[CH:33]=[CH:32][C:31]([S:34]([CH3:37])(=[O:35])=[O:36])=[CH:30][CH:29]=1)=[C:12](/[C:22]1[CH:27]=[CH:26][CH:25]=[CH:24][CH:23]=1)\[CH2:13][OH:14])[O:2][CH2:3][CH2:4][CH2:5][CH2:6][CH2:7][Br:8], predict the reactants needed to synthesize it. The reactants are: [C:1](=[O:38])([O:9][CH2:10]/[C:11](/[C:28]1[CH:33]=[CH:32][C:31]([S:34]([CH3:37])(=[O:36])=[O:35])=[CH:30][CH:29]=1)=[C:12](/[C:22]1[CH:27]=[CH:26][CH:25]=[CH:24][CH:23]=1)\[CH2:13][O:14][Si](C(C)(C)C)(C)C)[O:2][CH2:3][CH2:4][CH2:5][CH2:6][CH2:7][Br:8]. (8) Given the product [Cl-:1].[CH3:8][N:7]1[C:3]([CH2:2][P+:20]([C:21]2[CH:22]=[CH:23][CH:24]=[CH:25][CH:26]=2)([C:27]2[CH:32]=[CH:31][CH:30]=[CH:29][CH:28]=2)[C:14]2[CH:15]=[CH:16][CH:17]=[CH:18][CH:19]=2)=[N:4][C:5]([N:9]2[CH2:13][CH2:12][CH2:11][CH2:10]2)=[N:6]1, predict the reactants needed to synthesize it. The reactants are: [Cl:1][CH2:2][C:3]1[N:7]([CH3:8])[N:6]=[C:5]([N:9]2[CH2:13][CH2:12][CH2:11][CH2:10]2)[N:4]=1.[C:14]1([P:20]([C:27]2[CH:32]=[CH:31][CH:30]=[CH:29][CH:28]=2)[C:21]2[CH:26]=[CH:25][CH:24]=[CH:23][CH:22]=2)[CH:19]=[CH:18][CH:17]=[CH:16][CH:15]=1. (9) Given the product [CH:1]1([C:4]2[O:8][N:7]=[C:6]([C:9]3[C:10]([Cl:16])=[CH:11][CH:12]=[CH:13][C:14]=3[Cl:15])[C:5]=2[CH2:17][O:18][CH:19]2[CH2:24][CH2:23][C:22]([C:27]3[CH:28]=[C:29]4[C:34](=[CH:35][CH:36]=3)[N:33]=[CH:32][CH:31]=[C:30]4[C:37]#[N:38])([OH:25])[CH2:21][CH2:20]2)[CH2:3][CH2:2]1, predict the reactants needed to synthesize it. The reactants are: [CH:1]1([C:4]2[O:8][N:7]=[C:6]([C:9]3[C:14]([Cl:15])=[CH:13][CH:12]=[CH:11][C:10]=3[Cl:16])[C:5]=2[CH2:17][O:18][CH:19]2[CH2:24][CH2:23][C:22](=[O:25])[CH2:21][CH2:20]2)[CH2:3][CH2:2]1.I[C:27]1[CH:28]=[C:29]2[C:34](=[CH:35][CH:36]=1)[N:33]=[CH:32][CH:31]=[C:30]2[C:37]#[N:38]. (10) Given the product [CH2:1]([O:3][C:4]([CH2:6][C:7]1[C:8](=[O:16])[CH2:9][C@@H:10]([O:12][C:13](=[O:15])[CH3:14])[CH:11]=1)=[O:5])[CH3:2], predict the reactants needed to synthesize it. The reactants are: [CH2:1]([O:3][C:4]([CH2:6][C:7]1[C:8](=[O:16])[CH2:9][CH:10]([O:12][C:13](=[O:15])[CH3:14])[CH:11]=1)=[O:5])[CH3:2].C(OC(CC1C(=O)CC(O)C=1)=O)C.